From a dataset of Catalyst prediction with 721,799 reactions and 888 catalyst types from USPTO. Predict which catalyst facilitates the given reaction. Reactant: [Si:1]([O:8][C@@H:9]1[C@@:37]2([CH3:38])[C:13](=[CH:14][CH:15]=[C:16]3[C@@H:36]2[CH2:35][CH2:34][C@@:33]2([CH3:39])[C@H:17]3[CH2:18][CH:19]=[C:20]2[C@@H:21]([S:23][C:24](OC2C=CC=CC=2)=O)[CH3:22])[CH2:12][C@@H:11]([OH:40])[CH2:10]1)([C:4]([CH3:7])([CH3:6])[CH3:5])([CH3:3])[CH3:2].BrC[CH2:43][CH2:44][C:45]([CH3:55])([O:47][Si:48]([CH2:53][CH3:54])([CH2:51][CH3:52])[CH2:49][CH3:50])[CH3:46].O1CCCC1.[OH-].[K+]. Product: [Si:1]([O:8][C@@H:9]1[C@@:37]2([CH3:38])[C:13](=[CH:14][CH:15]=[C:16]3[C@@H:36]2[CH2:35][CH2:34][C@@:33]2([CH3:39])[C@H:17]3[CH2:18][CH:19]=[C:20]2[C@@H:21]([S:23][CH2:24][CH2:43][CH2:44][C:45]([CH3:55])([O:47][Si:48]([CH2:49][CH3:50])([CH2:53][CH3:54])[CH2:51][CH3:52])[CH3:46])[CH3:22])[CH2:12][C@@H:11]([OH:40])[CH2:10]1)([C:4]([CH3:7])([CH3:6])[CH3:5])([CH3:2])[CH3:3]. The catalyst class is: 5.